From a dataset of Full USPTO retrosynthesis dataset with 1.9M reactions from patents (1976-2016). Predict the reactants needed to synthesize the given product. (1) The reactants are: [CH3:1][O:2][C:3](=[O:20])[C:4]1[CH:9]=[C:8]([NH2:10])[C:7]([NH2:11])=[C:6]([F:12])[C:5]=1[NH:13][C:14]1[CH:19]=[CH:18][CH:17]=[CH:16][CH:15]=1.Cl.[CH3:22][C:23](=O)CC(=O)C.C([O-])(O)=O.[Na+]. Given the product [CH3:1][O:2][C:3]([C:4]1[C:5]([NH:13][C:14]2[CH:15]=[CH:16][CH:17]=[CH:18][CH:19]=2)=[C:6]([F:12])[C:7]2[N:11]=[C:22]([CH3:23])[NH:10][C:8]=2[CH:9]=1)=[O:20], predict the reactants needed to synthesize it. (2) Given the product [NH2:21][C:22]1[C:23]2[C:33]([O:34][CH2:35][C@H:36]3[CH2:41][CH2:40][CH2:39][N:38]([C:8]([NH:7][C:4]4[CH:3]=[CH:2][N:1]=[CH:6][CH:5]=4)=[O:19])[CH2:37]3)=[CH:32][CH:31]=[CH:30][C:24]=2[NH:25][S:26](=[O:28])(=[O:29])[N:27]=1, predict the reactants needed to synthesize it. The reactants are: [N:1]1[CH:6]=[CH:5][C:4]([NH:7][C:8](=[O:19])OC2C=CC([N+]([O-])=O)=CC=2)=[CH:3][CH:2]=1.Cl.[NH2:21][C:22]1[C:23]2[C:33]([O:34][CH2:35][C@H:36]3[CH2:41][CH2:40][CH2:39][NH2+:38][CH2:37]3)=[CH:32][CH:31]=[CH:30][C:24]=2[NH:25][S:26](=[O:29])(=[O:28])[N:27]=1.